From a dataset of NCI-60 drug combinations with 297,098 pairs across 59 cell lines. Regression. Given two drug SMILES strings and cell line genomic features, predict the synergy score measuring deviation from expected non-interaction effect. Cell line: RXF 393. Drug 1: CN(C)C1=NC(=NC(=N1)N(C)C)N(C)C. Synergy scores: CSS=-10.0, Synergy_ZIP=1.26, Synergy_Bliss=-4.14, Synergy_Loewe=-7.65, Synergy_HSA=-7.38. Drug 2: CN(C(=O)NC(C=O)C(C(C(CO)O)O)O)N=O.